Regression. Given a peptide amino acid sequence and an MHC pseudo amino acid sequence, predict their binding affinity value. This is MHC class I binding data. From a dataset of Peptide-MHC class I binding affinity with 185,985 pairs from IEDB/IMGT. The peptide sequence is FQWHEAMFL. The MHC is HLA-B51:01 with pseudo-sequence HLA-B51:01. The binding affinity (normalized) is 0.0847.